From a dataset of Forward reaction prediction with 1.9M reactions from USPTO patents (1976-2016). Predict the product of the given reaction. (1) Given the reactants [F:1][C:2]([F:21])([F:20])[O:3][C:4]1[CH:9]=[CH:8][C:7]([S:10]([N:13]2[CH2:18][CH2:17][C:16](=O)[CH2:15][CH2:14]2)(=[O:12])=[O:11])=[CH:6][CH:5]=1.Cl.Cl.[N:24]1[CH:29]=[CH:28][CH:27]=[CH:26][C:25]=1[CH2:30][O:31][NH2:32].C([O-])(=O)C.[Na+], predict the reaction product. The product is: [N:24]1[CH:29]=[CH:28][CH:27]=[CH:26][C:25]=1[CH2:30][O:31][N:32]=[C:16]1[CH2:15][CH2:14][N:13]([S:10]([C:7]2[CH:8]=[CH:9][C:4]([O:3][C:2]([F:21])([F:1])[F:20])=[CH:5][CH:6]=2)(=[O:11])=[O:12])[CH2:18][CH2:17]1. (2) The product is: [OH:5][CH2:4][CH2:3][O:6][C:8]1[N:13]=[C:12]([C:14]2[CH:15]=[CH:16][N:17]=[CH:18][CH:19]=2)[N:11]=[C:10]([NH:20][S:21]([CH2:24][CH2:25][C:26]2[CH:31]=[CH:30][CH:29]=[CH:28][N:27]=2)(=[O:23])=[O:22])[C:9]=1[O:32][C:33]1[CH:38]=[CH:37][CH:36]=[CH:35][C:34]=1[O:39][CH3:40]. Given the reactants [H-].[Na+].[CH2:3]([OH:6])[CH2:4][OH:5].Cl[C:8]1[N:13]=[C:12]([C:14]2[CH:19]=[CH:18][N:17]=[CH:16][CH:15]=2)[N:11]=[C:10]([NH:20][S:21]([CH2:24][CH2:25][C:26]2[CH:31]=[CH:30][CH:29]=[CH:28][N:27]=2)(=[O:23])=[O:22])[C:9]=1[O:32][C:33]1[CH:38]=[CH:37][CH:36]=[CH:35][C:34]=1[O:39][CH3:40].Cl, predict the reaction product. (3) Given the reactants Cl.[CH2:2]([NH2:4])[CH3:3].C([O-])([O-])=O.[K+].[K+].Br[C:12]1[C:13](=[O:23])[C:14]2[C:19]([C:20](=[O:22])[CH:21]=1)=[CH:18][CH:17]=[CH:16][CH:15]=2, predict the reaction product. The product is: [CH2:2]([NH:4][C:21]1[C:20](=[O:22])[C:19]2[C:14]([C:13](=[O:23])[CH:12]=1)=[CH:15][CH:16]=[CH:17][CH:18]=2)[CH3:3]. (4) Given the reactants [Cl:1][C:2]1[CH:7]=[CH:6][CH:5]=[CH:4][C:3]=1[NH:8][C:9]1[NH:10][C:11]2[C:17]3[CH:18]=[C:19]([CH3:21])[O:20][C:16]=3[C:15]([C:22](O)=[O:23])=[CH:14][C:12]=2[N:13]=1.F[B-](F)(F)F.[N:30]1(OC(N(C)C)=[N+](C)C)[C:34]2[CH:35]=[CH:36][CH:37]=[CH:38][C:33]=2N=N1.CN(C=O)C.C1(N)CCCCC1, predict the reaction product. The product is: [Cl:1][C:2]1[CH:7]=[CH:6][CH:5]=[CH:4][C:3]=1[NH:8][C:9]1[NH:10][C:11]2[C:17]3[CH:18]=[C:19]([CH3:21])[O:20][C:16]=3[C:15]([C:22]([NH:30][CH:34]3[CH2:35][CH2:36][CH2:37][CH2:38][CH2:33]3)=[O:23])=[CH:14][C:12]=2[N:13]=1. (5) Given the reactants C([O:8][C:9]1[CH:14]=[CH:13][C:12]([C:15]2[CH:20]=[CH:19][CH:18]=[CH:17][C:16]=2[C:21]([NH:23][C:24]2[CH:29]=[CH:28][C:27]([N:30]([C:39]([O:41][C:42]([CH3:45])([CH3:44])[CH3:43])=[O:40])[CH2:31][CH2:32][C:33]3[CH:38]=[CH:37][CH:36]=[CH:35][N:34]=3)=[CH:26][CH:25]=2)=[O:22])=[CH:11][CH:10]=1)C1C=CC=CC=1.[H][H], predict the reaction product. The product is: [C:42]([O:41][C:39]([N:30]([CH2:31][CH2:32][C:33]1[CH:38]=[CH:37][CH:36]=[CH:35][N:34]=1)[C:27]1[CH:26]=[CH:25][C:24]([NH:23][C:21]([C:16]2[CH:17]=[CH:18][CH:19]=[CH:20][C:15]=2[C:12]2[CH:13]=[CH:14][C:9]([OH:8])=[CH:10][CH:11]=2)=[O:22])=[CH:29][CH:28]=1)=[O:40])([CH3:45])([CH3:43])[CH3:44]. (6) Given the reactants Cl.[NH2:2][CH2:3][C:4]([NH2:6])=[O:5].CC(C)([O-])C.[Na+].[O:13]=[CH:14][CH2:15][CH2:16][C:17](OCC)=O.N, predict the reaction product. The product is: [CH2:16]1[CH:17]2[NH:6][C:4]([CH2:3][N:2]2[C:14](=[O:13])[CH2:15]1)=[O:5]. (7) Given the reactants [Br:1][C:2]1[CH:3]=[C:4]([CH:7]=[CH:8][CH:9]=1)[CH:5]=[O:6].[N+:10]([O-])([O-:12])=[O:11].[K+], predict the reaction product. The product is: [Br:1][C:2]1[CH:9]=[CH:8][C:7]([N+:10]([O-:12])=[O:11])=[C:4]([CH:3]=1)[CH:5]=[O:6]. (8) The product is: [Cl:19][C:5]1[C:6]([C:8]2[CH:9]=[C:10]([NH:14][C:15](=[O:18])[CH:16]=[CH2:17])[CH:11]=[CH:12][CH:13]=2)=[N:7][C:2]([NH:20][C:21]2[CH:22]=[CH:23][C:24]([N:28]3[CH2:29][CH2:30][O:31][CH2:32][CH2:33]3)=[C:25]([OH:27])[CH:26]=2)=[N:3][CH:4]=1. Given the reactants Cl[C:2]1[N:7]=[C:6]([C:8]2[CH:9]=[C:10]([NH:14][C:15](=[O:18])[CH:16]=[CH2:17])[CH:11]=[CH:12][CH:13]=2)[C:5]([Cl:19])=[CH:4][N:3]=1.[NH2:20][C:21]1[CH:22]=[CH:23][C:24]([N:28]2[CH2:33][CH2:32][O:31][CH2:30][CH2:29]2)=[C:25]([OH:27])[CH:26]=1.C(=O)([O-])[O-].[K+].[K+], predict the reaction product. (9) The product is: [CH2:26]([O:9][C@H:4]1[CH2:5][CH2:6][CH2:7][CH2:8][C@H:3]1[NH:2][C:15](=[O:16])[O:14][C:10]([CH3:13])([CH3:12])[CH3:11])[CH3:27]. Given the reactants Cl.[NH2:2][C@H:3]1[CH2:8][CH2:7][CH2:6][CH2:5][C@H:4]1[OH:9].[C:10]([O:14][C:15](O[C:15]([O:14][C:10]([CH3:13])([CH3:12])[CH3:11])=[O:16])=[O:16])([CH3:13])([CH3:12])[CH3:11].I[CH2:26][CH3:27], predict the reaction product. (10) Given the reactants [CH3:1][C:2]1[C:3]([C:11]2[S:15][C:14]([C:16]([OH:18])=O)=[CH:13][CH:12]=2)=[N:4][O:5][C:6]=1[C:7]([F:10])([F:9])[F:8].[CH:19]1([CH2:22][NH2:23])[CH2:21][CH2:20]1, predict the reaction product. The product is: [CH:19]1([CH2:22][NH:23][C:16]([C:14]2[S:15][C:11]([C:3]3[C:2]([CH3:1])=[C:6]([C:7]([F:8])([F:9])[F:10])[O:5][N:4]=3)=[CH:12][CH:13]=2)=[O:18])[CH2:21][CH2:20]1.